This data is from Forward reaction prediction with 1.9M reactions from USPTO patents (1976-2016). The task is: Predict the product of the given reaction. (1) The product is: [C:35]([C:34]1[CH:37]=[CH:38][C:31]([N:30]([CH3:29])[C:24]([C:21]2[N:22]=[CH:23][C:18]3[N:19]([C:15]([C:12]4[CH:11]=[CH:10][C:9]([C:8]([F:27])([F:28])[F:7])=[CH:14][CH:13]=4)=[CH:16][N:17]=3)[CH:20]=2)=[O:26])=[CH:32][CH:33]=1)#[N:36]. Given the reactants C(Cl)(=O)C(Cl)=O.[F:7][C:8]([F:28])([F:27])[C:9]1[CH:14]=[CH:13][C:12]([C:15]2[N:19]3[CH:20]=[C:21]([C:24]([OH:26])=O)[N:22]=[CH:23][C:18]3=[N:17][CH:16]=2)=[CH:11][CH:10]=1.[CH3:29][NH:30][C:31]1[CH:38]=[CH:37][C:34]([C:35]#[N:36])=[CH:33][CH:32]=1.C(N(CC)CC)C, predict the reaction product. (2) Given the reactants [CH:1]1([CH2:5][N:6]2[CH2:15][CH2:14][C@@:13]34[C:16]5[C:22]6[CH2:23][C@@H:7]2[C@@H:8]3[CH2:9][CH2:10][C:11](=[O:26])[C@@H:12]4[O:18][C:17]=5[C:19]([C:24]#[N:25])=[CH:20][CH:21]=6)[CH2:4][CH2:3][CH2:2]1.[OH-:27].[K+], predict the reaction product. The product is: [CH:1]1([CH2:5][N:6]2[CH2:15][CH2:14][C@@:13]34[C:16]5[C:22]6[CH2:23][C@@H:7]2[C@@H:8]3[CH2:9][CH2:10][C:11](=[O:26])[C@@H:12]4[O:18][C:17]=5[C:19]([C:24]([NH2:25])=[O:27])=[CH:20][CH:21]=6)[CH2:2][CH2:3][CH2:4]1. (3) Given the reactants S(C)C.[Cl:4][C:5]1[CH:10]=[CH:9][C:8]([Mg]Br)=[CH:7][CH:6]=1.B(F)(F)F.CCOCC.[CH2:22]([CH:24]1[CH2:29][C:28](=[O:30])[CH:27]=[CH:26][N:25]1[C:31]([O:33][CH2:34][C:35]1[CH:40]=[CH:39][CH:38]=[CH:37][CH:36]=1)=[O:32])[CH3:23].[NH4+].[Cl-].[NH4+].[OH-], predict the reaction product. The product is: [Cl:4][C:5]1[CH:10]=[CH:9][C:8]([CH:26]2[CH2:27][C:28](=[O:30])[CH2:29][CH:24]([CH2:22][CH3:23])[N:25]2[C:31]([O:33][CH2:34][C:35]2[CH:36]=[CH:37][CH:38]=[CH:39][CH:40]=2)=[O:32])=[CH:7][CH:6]=1. (4) Given the reactants CO.C([O:6][C@@H:7]([CH3:23])[C:8]([N:10]1[CH2:15][CH2:14][N:13]([CH2:16][C:17]2[CH:22]=[CH:21][CH:20]=[CH:19][CH:18]=2)[CH2:12][CH2:11]1)=[O:9])(=O)C.O.[OH-].[Li+].C(O)(=O)C, predict the reaction product. The product is: [CH2:16]([N:13]1[CH2:12][CH2:11][N:10]([C:8](=[O:9])[C@@H:7]([OH:6])[CH3:23])[CH2:15][CH2:14]1)[C:17]1[CH:18]=[CH:19][CH:20]=[CH:21][CH:22]=1.